Dataset: Full USPTO retrosynthesis dataset with 1.9M reactions from patents (1976-2016). Task: Predict the reactants needed to synthesize the given product. Given the product [OH:49][NH:50][C:21](=[O:22])/[CH:20]=[CH:19]/[C:16]1[CH:17]=[CH:18][C:13]([CH:12]=[N:11][O:10][CH2:9][C:8]2[CH:24]=[CH:25][C:5]([C:3]([O:2][CH3:1])=[O:4])=[CH:6][CH:7]=2)=[CH:14][CH:15]=1, predict the reactants needed to synthesize it. The reactants are: [CH3:1][O:2][C:3]([C:5]1[CH:25]=[CH:24][C:8]([CH2:9][O:10][N:11]=[CH:12][C:13]2[CH:18]=[CH:17][C:16](/[CH:19]=[CH:20]/[C:21](O)=[O:22])=[CH:15][CH:14]=2)=[CH:7][CH:6]=1)=[O:4].C(C1C=CC(/C=C/C(O)=O)=CC=1)=O.Cl.COC(C1C=CC(C[O:49][NH2:50])=CC=1)=O.